This data is from Peptide-MHC class I binding affinity with 185,985 pairs from IEDB/IMGT. The task is: Regression. Given a peptide amino acid sequence and an MHC pseudo amino acid sequence, predict their binding affinity value. This is MHC class I binding data. (1) The peptide sequence is MHYKLDEVL. The binding affinity (normalized) is 0.0847. The MHC is HLA-A23:01 with pseudo-sequence HLA-A23:01. (2) The peptide sequence is MMWIPGWFG. The MHC is HLA-A02:03 with pseudo-sequence HLA-A02:03. The binding affinity (normalized) is 0.0847. (3) The peptide sequence is RQLLWRYQI. The MHC is HLA-B15:42 with pseudo-sequence HLA-B15:42. The binding affinity (normalized) is 0.476. (4) The peptide sequence is FTMRLLSPV. The MHC is HLA-C06:02 with pseudo-sequence HLA-C06:02. The binding affinity (normalized) is 0.0847. (5) The peptide sequence is VVSEIDLQW. The MHC is HLA-A29:02 with pseudo-sequence HLA-A29:02. The binding affinity (normalized) is 0.0847. (6) The peptide sequence is AIQIQMFEA. The MHC is HLA-B40:01 with pseudo-sequence HLA-B40:01. The binding affinity (normalized) is 0.0847. (7) The MHC is HLA-B40:01 with pseudo-sequence HLA-B40:01. The peptide sequence is REVKTIKVF. The binding affinity (normalized) is 0.502.